This data is from Forward reaction prediction with 1.9M reactions from USPTO patents (1976-2016). The task is: Predict the product of the given reaction. (1) Given the reactants [CH3:1][N:2]([CH3:23])[C:3]([C:5]1[CH:10]=[CH:9][C:8]([NH:11][S:12]([C:15]2[S:19][C:18]([C:20]([OH:22])=[O:21])=[CH:17][CH:16]=2)(=[O:14])=[O:13])=[CH:7][CH:6]=1)=[O:4].C(Cl)CCl.[Cl:28][C:29]1[CH:30]=[N+:31]([O-:54])[CH:32]=[C:33]([Cl:53])[C:34]=1[CH2:35][C@@H:36]([C:38]1[CH:43]=[CH:42][C:41]([O:44][CH:45]([F:47])[F:46])=[C:40]([O:48][CH2:49][CH:50]2[CH2:52][CH2:51]2)[CH:39]=1)O, predict the reaction product. The product is: [Cl:28][C:29]1[CH:30]=[N+:31]([O-:54])[CH:32]=[C:33]([Cl:53])[C:34]=1[CH2:35][C@@H:36]([C:38]1[CH:43]=[CH:42][C:41]([O:44][CH:45]([F:47])[F:46])=[C:40]([O:48][CH2:49][CH:50]2[CH2:52][CH2:51]2)[CH:39]=1)[O:21][C:20]([C:18]1[S:19][C:15]([S:12](=[O:14])(=[O:13])[NH:11][C:8]2[CH:9]=[CH:10][C:5]([C:3](=[O:4])[N:2]([CH3:23])[CH3:1])=[CH:6][CH:7]=2)=[CH:16][CH:17]=1)=[O:22]. (2) Given the reactants [CH:1]([NH:4][CH:5]1[CH2:10][CH2:9][CH2:8][CH2:7][CH2:6]1)([CH3:3])[CH3:2].C(N([SiH3:18])C(C)C)(C)C, predict the reaction product. The product is: [CH:1]([N:4]([SiH3:18])[CH:5]1[CH2:10][CH2:9][CH2:8][CH2:7][CH2:6]1)([CH3:3])[CH3:2]. (3) Given the reactants [CH3:1][N:2]1[CH:6]=[C:5]([C:7]2[N:12]=[C:11]3[N:13]([CH2:16][C@H:17]4[CH2:22][CH2:21][CH2:20][N:19]([C:23]5[N:28]=[CH:27][C:26]([C:29]6[CH:34]=[CH:33][C:32]([C:35]([N:37]7[CH2:42][CH2:41][N:40]([CH3:43])[CH2:39][CH2:38]7)=[O:36])=[CH:31][CH:30]=6)=[CH:25][N:24]=5)[CH2:18]4)[N:14]=[N:15][C:10]3=[N:9][CH:8]=2)[CH:4]=[N:3]1.[ClH:44], predict the reaction product. The product is: [ClH:44].[CH3:1][N:2]1[CH:6]=[C:5]([C:7]2[N:12]=[C:11]3[N:13]([CH2:16][C@H:17]4[CH2:22][CH2:21][CH2:20][N:19]([C:23]5[N:24]=[CH:25][C:26]([C:29]6[CH:30]=[CH:31][C:32]([C:35]([N:37]7[CH2:38][CH2:39][N:40]([CH3:43])[CH2:41][CH2:42]7)=[O:36])=[CH:33][CH:34]=6)=[CH:27][N:28]=5)[CH2:18]4)[N:14]=[N:15][C:10]3=[N:9][CH:8]=2)[CH:4]=[N:3]1. (4) Given the reactants [C:1]([C:13]1[CH:35]=[CH:34][C:16]([CH2:17][N:18]([C:29](=[O:33])[C:30]([OH:32])=[O:31])[C:19]2[CH:24]=[CH:23][C:22]([C:25]([F:28])([F:27])[F:26])=[CH:21][CH:20]=2)=[CH:15][CH:14]=1)#[C:2][CH2:3][CH2:4][CH2:5][CH2:6][CH2:7][CH2:8][CH2:9][CH2:10][CH2:11][CH3:12].[CH3:36][NH:37][CH2:38][C@@H:39]([C@H:41]([C@@H:43]([C@@H:45]([CH2:47][OH:48])[OH:46])[OH:44])[OH:42])[OH:40], predict the reaction product. The product is: [CH3:36][NH:37][CH2:38][C@@H:39]([C@H:41]([C@@H:43]([C@@H:45]([CH2:47][OH:48])[OH:46])[OH:44])[OH:42])[OH:40].[C:1]([C:13]1[CH:35]=[CH:34][C:16]([CH2:17][N:18]([C:29](=[O:33])[C:30]([OH:32])=[O:31])[C:19]2[CH:20]=[CH:21][C:22]([C:25]([F:27])([F:28])[F:26])=[CH:23][CH:24]=2)=[CH:15][CH:14]=1)#[C:2][CH2:3][CH2:4][CH2:5][CH2:6][CH2:7][CH2:8][CH2:9][CH2:10][CH2:11][CH3:12]. (5) The product is: [CH:1]([NH:4][C:5]([C:7]1[C:15]2[C:10](=[N:11][CH:12]=[C:13]([C:16]3[C:24]4[CH2:23][CH2:22][C:21]([CH3:25])([CH3:26])[CH2:20][C:19]=4[N:18]([CH3:27])[N:17]=3)[N:14]=2)[NH:9][CH:8]=1)=[O:6])([CH3:3])[CH3:2]. Given the reactants [CH:1]([NH:4][C:5]([C:7]1[C:15]2[C:10](=[N:11][CH:12]=[C:13]([C:16]3[C:24]4[CH2:23][CH2:22][C:21]([CH3:26])([CH3:25])[CH2:20][C:19]=4[N:18]([CH3:27])[N:17]=3)[N:14]=2)[N:9](COCC[Si](C)(C)C)[CH:8]=1)=[O:6])([CH3:3])[CH3:2].C(O)(C(F)(F)F)=O, predict the reaction product. (6) The product is: [Cl:37][C:34]1[CH:35]=[CH:36][C:31]([N:30]=[C:19]2[N:18]([CH2:17][CH2:16][CH2:15][NH:8][CH2:9][C:10]([NH:12][CH2:13][CH3:14])=[O:11])[C:22]([C:23]3[CH:28]=[CH:27][C:26]([F:29])=[CH:25][CH:24]=3)=[CH:21][S:20]2)=[C:32]([O:38][CH3:39])[CH:33]=1. Given the reactants C(OC([N:8]([CH2:15][CH2:16][CH2:17][N:18]1[C:22]([C:23]2[CH:28]=[CH:27][C:26]([F:29])=[CH:25][CH:24]=2)=[CH:21][S:20][C:19]1=[N:30][C:31]1[CH:36]=[CH:35][C:34]([Cl:37])=[CH:33][C:32]=1[O:38][CH3:39])[CH2:9][C:10]([NH:12][CH2:13][CH3:14])=[O:11])=O)(C)(C)C.Cl, predict the reaction product.